This data is from NCI-60 drug combinations with 297,098 pairs across 59 cell lines. The task is: Regression. Given two drug SMILES strings and cell line genomic features, predict the synergy score measuring deviation from expected non-interaction effect. (1) Drug 1: C1CCN(CC1)CCOC2=CC=C(C=C2)C(=O)C3=C(SC4=C3C=CC(=C4)O)C5=CC=C(C=C5)O. Drug 2: C1CC(=O)NC(=O)C1N2C(=O)C3=CC=CC=C3C2=O. Cell line: LOX IMVI. Synergy scores: CSS=7.05, Synergy_ZIP=2.36, Synergy_Bliss=0.265, Synergy_Loewe=0.963, Synergy_HSA=1.37. (2) Drug 1: CC1=C2C(C(=O)C3(C(CC4C(C3C(C(C2(C)C)(CC1OC(=O)C(C(C5=CC=CC=C5)NC(=O)OC(C)(C)C)O)O)OC(=O)C6=CC=CC=C6)(CO4)OC(=O)C)OC)C)OC. Drug 2: CC1=C(C=C(C=C1)C(=O)NC2=CC(=CC(=C2)C(F)(F)F)N3C=C(N=C3)C)NC4=NC=CC(=N4)C5=CN=CC=C5. Cell line: KM12. Synergy scores: CSS=58.8, Synergy_ZIP=2.77, Synergy_Bliss=3.43, Synergy_Loewe=6.58, Synergy_HSA=7.02. (3) Drug 1: CC=C1C(=O)NC(C(=O)OC2CC(=O)NC(C(=O)NC(CSSCCC=C2)C(=O)N1)C(C)C)C(C)C. Drug 2: CNC(=O)C1=NC=CC(=C1)OC2=CC=C(C=C2)NC(=O)NC3=CC(=C(C=C3)Cl)C(F)(F)F. Cell line: OVCAR-5. Synergy scores: CSS=63.9, Synergy_ZIP=0.518, Synergy_Bliss=0.573, Synergy_Loewe=-58.0, Synergy_HSA=-0.824. (4) Drug 1: CS(=O)(=O)C1=CC(=C(C=C1)C(=O)NC2=CC(=C(C=C2)Cl)C3=CC=CC=N3)Cl. Drug 2: CCCCC(=O)OCC(=O)C1(CC(C2=C(C1)C(=C3C(=C2O)C(=O)C4=C(C3=O)C=CC=C4OC)O)OC5CC(C(C(O5)C)O)NC(=O)C(F)(F)F)O. Cell line: SN12C. Synergy scores: CSS=3.30, Synergy_ZIP=-1.90, Synergy_Bliss=-0.951, Synergy_Loewe=-4.70, Synergy_HSA=-0.746. (5) Drug 1: CC12CCC3C(C1CCC2=O)CC(=C)C4=CC(=O)C=CC34C. Drug 2: CC1=C(C(=CC=C1)Cl)NC(=O)C2=CN=C(S2)NC3=CC(=NC(=N3)C)N4CCN(CC4)CCO. Cell line: HOP-92. Synergy scores: CSS=57.6, Synergy_ZIP=-1.70, Synergy_Bliss=0.674, Synergy_Loewe=1.44, Synergy_HSA=2.00. (6) Drug 1: CC1=CC=C(C=C1)C2=CC(=NN2C3=CC=C(C=C3)S(=O)(=O)N)C(F)(F)F. Drug 2: CCC1=C2CN3C(=CC4=C(C3=O)COC(=O)C4(CC)O)C2=NC5=C1C=C(C=C5)O. Cell line: MDA-MB-231. Synergy scores: CSS=25.3, Synergy_ZIP=-5.98, Synergy_Bliss=1.89, Synergy_Loewe=-3.01, Synergy_HSA=6.76.